Dataset: Full USPTO retrosynthesis dataset with 1.9M reactions from patents (1976-2016). Task: Predict the reactants needed to synthesize the given product. The reactants are: [CH3:1][C:2]1[CH:3]=[C:4]([C:12](=O)[CH2:13][C:14](=O)[C:15]([F:18])([F:17])[F:16])[CH:5]=[CH:6][C:7]=1[C:8]([F:11])([F:10])[F:9].[NH2:21][C:22]1[N:23]=[CH:24][NH:25][C:26]=1[C:27]#[N:28]. Given the product [CH3:1][C:2]1[CH:3]=[C:4]([C:12]2[CH:13]=[C:14]([C:15]([F:18])([F:17])[F:16])[N:23]3[CH:24]=[N:25][C:26]([C:27]#[N:28])=[C:22]3[N:21]=2)[CH:5]=[CH:6][C:7]=1[C:8]([F:11])([F:10])[F:9], predict the reactants needed to synthesize it.